This data is from Forward reaction prediction with 1.9M reactions from USPTO patents (1976-2016). The task is: Predict the product of the given reaction. (1) Given the reactants [P:1]([O:9][CH2:10][C@H:11]1[O:15][C@@H:14]([N:16]2[CH:23]=[C:22]([OH:24])[C:20]([NH2:21])=[N:19][C:17]2=[O:18])[C@H:13](O)[C@@H:12]1[OH:26])([O:4][P:5]([OH:8])([OH:7])=[O:6])(=[O:3])[OH:2].[P:27](OC[C@H]1O[C@@H](N2C=CC(N)=NC2=O)C[C@@H]1O)([O:30][P:27]([O:30][P:27]([OH:30])([OH:28])=[O:29])([OH:28])=[O:29])(=[O:29])[OH:28].[Na].BrBr, predict the reaction product. The product is: [P:1]([O:9][CH2:10][C@H:11]1[O:15][C@@H:14]([N:16]2[CH:23]=[C:22]([OH:24])[C:20]([NH2:21])=[N:19][C:17]2=[O:18])[CH2:13][C@@H:12]1[OH:26])([O:4][P:5]([O:8][P:27]([OH:30])([OH:29])=[O:28])([OH:7])=[O:6])(=[O:3])[OH:2]. (2) Given the reactants [CH3:1][N:2]1[CH2:8][CH2:7][CH:6]([OH:9])[C:5]2[O:10][CH:11]=[CH:12][C:4]=2[CH2:3]1.[Cl:13][C:14]1[CH:15]=[C:16](F)[CH:17]=[CH:18][C:19]=1[Cl:20], predict the reaction product. The product is: [Cl:13][C:14]1[CH:15]=[C:16]([O:9][CH:6]2[CH2:7][CH2:8][N:2]([CH3:1])[CH2:3][C:4]3[CH:12]=[CH:11][O:10][C:5]2=3)[CH:17]=[CH:18][C:19]=1[Cl:20]. (3) Given the reactants [CH2:1]([O:4][C:5]1[C:16]([O:17][CH3:18])=[C:15]([NH:19][C:20](=[O:62])[C:21]2[CH:26]=[CH:25][C:24]([NH:27][S:28]([C:31]3[CH:36]=[CH:35][C:34]([NH:37][C:38](=[O:55])[C@@H:39]([NH:43][C:44](=[O:54])[C:45]4[CH:50]=[CH:49][C:48]([N+:51]([O-])=O)=[CH:47][CH:46]=4)[CH2:40][C:41]#[N:42])=[CH:33][CH:32]=3)(=[O:30])=[O:29])=[C:23]([O:56][CH3:57])[C:22]=2[O:58][CH2:59][CH:60]=[CH2:61])[CH:14]=[CH:13][C:6]=1[C:7]([O:9][CH2:10][CH:11]=[CH2:12])=[O:8])[CH:2]=[CH2:3].Cl[Sn]Cl.O, predict the reaction product. The product is: [CH2:1]([O:4][C:5]1[C:16]([O:17][CH3:18])=[C:15]([NH:19][C:20](=[O:62])[C:21]2[CH:26]=[CH:25][C:24]([NH:27][S:28]([C:31]3[CH:36]=[CH:35][C:34]([NH:37][C:38](=[O:55])[C@@H:39]([NH:43][C:44](=[O:54])[C:45]4[CH:46]=[CH:47][C:48]([NH2:51])=[CH:49][CH:50]=4)[CH2:40][C:41]#[N:42])=[CH:33][CH:32]=3)(=[O:30])=[O:29])=[C:23]([O:56][CH3:57])[C:22]=2[O:58][CH2:59][CH:60]=[CH2:61])[CH:14]=[CH:13][C:6]=1[C:7]([O:9][CH2:10][CH:11]=[CH2:12])=[O:8])[CH:2]=[CH2:3]. (4) Given the reactants CS(C)=O.[CH3:5][NH:6][C@H:7]1[CH2:11][CH2:10][NH:9][CH2:8]1.[C:12]([C:14]1[C:19]2[N:20]=[C:21]([C:23]([N:25]([CH3:27])[CH3:26])=[O:24])[O:22][C:18]=2[C:17](F)=[C:16]([C:29]2[CH:34]=[CH:33][CH:32]=[CH:31][CH:30]=2)[C:15]=1[CH3:35])#[N:13].C(N(CC)CC)C, predict the reaction product. The product is: [C:12]([C:14]1[C:19]2[N:20]=[C:21]([C:23]([N:25]([CH3:27])[CH3:26])=[O:24])[O:22][C:18]=2[C:17]([N:9]2[CH2:10][CH2:11][C@H:7]([NH:6][CH3:5])[CH2:8]2)=[C:16]([C:29]2[CH:34]=[CH:33][CH:32]=[CH:31][CH:30]=2)[C:15]=1[CH3:35])#[N:13]. (5) The product is: [NH3:1].[CH2:48]([Cl:50])[Cl:49].[N:1]1([CH2:7][CH2:8][CH2:9][O:10][C:11]2[CH:18]=[CH:17][C:14]([CH2:15][N:19]3[CH2:24][CH2:23][CH:22]([NH:25][C:26]4[CH:31]=[CH:30][CH:29]=[CH:28][N:27]=4)[CH2:21][CH2:20]3)=[CH:13][CH:12]=2)[CH2:6][CH2:5][CH2:4][CH2:3][CH2:2]1. Given the reactants [N:1]1([CH2:7][CH2:8][CH2:9][O:10][C:11]2[CH:18]=[CH:17][C:14]([CH:15]=O)=[CH:13][CH:12]=2)[CH2:6][CH2:5][CH2:4][CH2:3][CH2:2]1.[NH:19]1[CH2:24][CH2:23][CH:22]([NH:25][C:26]2[CH:31]=[CH:30][CH:29]=[CH:28][N:27]=2)[CH2:21][CH2:20]1.C(O[BH-](OC(=O)C)OC(=O)C)(=O)C.[Na+].[OH-].[Na+].[CH2:48]([Cl:50])[Cl:49], predict the reaction product. (6) Given the reactants Cl.[Cl:2][C:3]1[CH:4]=[CH:5][C:6]([S:11]([CH2:14][CH3:15])(=[O:13])=[O:12])=[C:7]([CH2:9][NH2:10])[CH:8]=1, predict the reaction product. The product is: [ClH:2].[CH2:14]([S:11]([C:6]1[CH:5]=[CH:4][CH:3]=[CH:8][C:7]=1[CH2:9][NH2:10])(=[O:13])=[O:12])[CH3:15]. (7) The product is: [CH2:22]([C:21]([C:18]1[CH:19]=[CH:20][C:15]([C:9]2[C:10]([O:13][CH3:14])=[CH:11][CH:12]=[C:7]([CH2:6][C:5]([OH:42])=[O:4])[CH:8]=2)=[C:16]([CH3:41])[CH:17]=1)([C:24]1[CH:29]=[CH:28][C:27](/[CH:30]=[CH:31]/[C:32]([CH2:33][CH3:34])([OH:35])[CH2:36][CH3:37])=[C:26]([CH3:38])[CH:25]=1)[CH2:39][CH3:40])[CH3:23]. Given the reactants [OH-].[Na+].C[O:4][C:5](=[O:42])[CH2:6][C:7]1[CH:8]=[C:9]([C:15]2[CH:20]=[CH:19][C:18]([C:21]([CH2:39][CH3:40])([C:24]3[CH:29]=[CH:28][C:27](/[CH:30]=[CH:31]/[C:32]([CH2:36][CH3:37])([OH:35])[CH2:33][CH3:34])=[C:26]([CH3:38])[CH:25]=3)[CH2:22][CH3:23])=[CH:17][C:16]=2[CH3:41])[C:10]([O:13][CH3:14])=[CH:11][CH:12]=1.[Cl-].[NH4+], predict the reaction product. (8) Given the reactants [N:1]1[CH:6]=[CH:5][CH:4]=[C:3](/[CH:7]=[CH:8]/[S:9](Cl)(=[O:11])=[O:10])[CH:2]=1.[C:13]([C:16]1[S:20][C:19]([C:21]2[CH:22]=[C:23]([Cl:42])[C:24]3[O:28][CH:27]([CH2:29][NH:30]C(=O)/C=C/C4C=NC=CC=4)[CH2:26][C:25]=3[CH:41]=2)=[CH:18][CH:17]=1)(=[O:15])[CH3:14].C(N(CC)CC)C.O, predict the reaction product. The product is: [C:13]([C:16]1[S:20][C:19]([C:21]2[CH:22]=[C:23]([Cl:42])[C:24]3[O:28][CH:27]([CH2:29][NH:30][S:9](/[CH:8]=[CH:7]/[C:3]4[CH:2]=[N:1][CH:6]=[CH:5][CH:4]=4)(=[O:11])=[O:10])[CH2:26][C:25]=3[CH:41]=2)=[CH:18][CH:17]=1)(=[O:15])[CH3:14].